Task: Predict the product of the given reaction.. Dataset: Forward reaction prediction with 1.9M reactions from USPTO patents (1976-2016) (1) Given the reactants [NH:1](C(OCC1C=CC=CC=1)=O)[C@H:2]([C:12]([NH:14][C@H:15]([C:19]([NH:21][C@H:22]([C:26]([N:28]1[CH2:42][CH2:41][CH2:40][C@H:29]1[C:30]([O:32]CC1C=CC=CC=1)=[O:31])=[O:27])[CH:23]([CH3:25])[CH3:24])=[O:20])[CH:16]([CH3:18])[CH3:17])=[O:13])[CH2:3][CH2:4][C:5](=[O:11])[O:6][C:7]([CH3:10])([CH3:9])[CH3:8], predict the reaction product. The product is: [NH2:1][C@H:2]([C:12]([NH:14][C@H:15]([C:19]([NH:21][C@H:22]([C:26]([N:28]1[CH2:42][CH2:41][CH2:40][C@H:29]1[C:30]([OH:32])=[O:31])=[O:27])[CH:23]([CH3:25])[CH3:24])=[O:20])[CH:16]([CH3:18])[CH3:17])=[O:13])[CH2:3][CH2:4][C:5](=[O:11])[O:6][C:7]([CH3:8])([CH3:9])[CH3:10]. (2) Given the reactants [Br:1][C:2]1[C:7]([CH3:8])=[CH:6][C:5]([C:9](=[O:11])C)=[C:4]([O:12][CH2:13][C:14]2[CH:19]=[CH:18][CH:17]=[CH:16][CH:15]=2)[CH:3]=1.[OH-:20].[Na+].BrBr, predict the reaction product. The product is: [Br:1][C:2]1[C:7]([CH3:8])=[CH:6][C:5]([C:9]([OH:11])=[O:20])=[C:4]([O:12][CH2:13][C:14]2[CH:19]=[CH:18][CH:17]=[CH:16][CH:15]=2)[CH:3]=1. (3) Given the reactants [C:1](C(CC)C(OCC)=O)#N.CNC(N)=O.[NH2:16][C:17]1[N:22]([CH2:23]C)[C:21](=[O:25])[NH:20][C:19](=[O:26])[C:18]=1[CH3:27], predict the reaction product. The product is: [NH2:16][C:17]1[N:22]([CH3:23])[C:21](=[O:25])[NH:20][C:19](=[O:26])[C:18]=1[CH2:27][CH3:1]. (4) The product is: [Cl:1][C:2]1[CH:7]=[CH:6][C:5]([CH:8]2[CH2:13][C:12]([CH2:27][CH3:28])([S:14]([C:17]3[CH:22]=[CH:21][CH:20]=[C:19]([C:23]([F:24])([F:26])[F:25])[CH:18]=3)(=[O:15])=[O:16])[CH2:11][CH2:10][O:9]2)=[CH:4][CH:3]=1. Given the reactants [Cl:1][C:2]1[CH:7]=[CH:6][C:5]([C@H:8]2[CH2:13][C@@H:12]([S:14]([C:17]3[CH:22]=[CH:21][CH:20]=[C:19]([C:23]([F:26])([F:25])[F:24])[CH:18]=3)(=[O:16])=[O:15])[CH2:11][CH2:10][O:9]2)=[CH:4][CH:3]=1.[CH3:27][C:28]([O-])(C)C.[K+].C(I)C, predict the reaction product. (5) Given the reactants [Br:1][C:2]1[CH:3]=[C:4]2[C:10]([CH:11]([O:14]C)OC)=[N:9][NH:8][C:5]2=[CH:6][N:7]=1.[O:16]1[CH:21]=[CH:20][CH2:19][CH2:18][CH2:17]1.CC1C=CC(S(O)(=O)=O)=CC=1, predict the reaction product. The product is: [Br:1][C:2]1[CH:3]=[C:4]2[C:10]([CH:11]=[O:14])=[N:9][N:8]([CH:17]3[CH2:18][CH2:19][CH2:20][CH2:21][O:16]3)[C:5]2=[CH:6][N:7]=1.